Dataset: Reaction yield outcomes from USPTO patents with 853,638 reactions. Task: Predict the reaction yield, written as a fraction of the theoretical maximum amount of product (1.0 means a 100% yield; for example, 0.34 means a 34% yield). The reactants are [F:1][C:2]1[CH:3]=[C:4]([NH:17][CH2:18][CH2:19][N:20]([CH3:22])[CH3:21])[CH:5]=[C:6](B2OC(C)(C)C(C)(C)O2)[CH:7]=1.C([O-])([O-])=[O:24].[K+].[K+].Br[C:30]1[CH:35]=[CH:34][N:33]=[C:32]([NH2:36])[C:31]=1[N+:37]([O-])=O.[OH2:40]. The catalyst is C1C=CC(P(C2C=CC=CC=2)[C-]2C=CC=C2)=CC=1.C1C=CC(P(C2C=CC=CC=2)[C-]2C=CC=C2)=CC=1.Cl[Pd]Cl.[Fe+2]. The product is [NH2:37][C:31]1[C:32]([N+:36]([O-:24])=[O:40])=[N:33][CH:34]=[CH:35][C:30]=1[C:6]1[CH:5]=[C:4]([NH:17][CH2:18][CH2:19][N:20]([CH3:21])[CH3:22])[CH:3]=[C:2]([F:1])[CH:7]=1. The yield is 0.869.